Task: Predict the reaction yield, written as a fraction of the theoretical maximum amount of product (1.0 means a 100% yield; for example, 0.34 means a 34% yield).. Dataset: Reaction yield outcomes from USPTO patents with 853,638 reactions (1) The reactants are [CH3:1][CH:2]1[CH2:7][CH2:6][N:5]([C:8]([O:10][CH2:11][C:12]2[CH:17]=[CH:16][CH:15]=[CH:14][CH:13]=2)=[O:9])[CH2:4][CH:3]1[C:18](=O)[CH2:19][NH:20][C:21]1[N:22]=[C:23]2[CH:29]=[CH:28][N:27]([S:30]([C:33]3[CH:39]=[CH:38][C:36]([CH3:37])=[CH:35][CH:34]=3)(=[O:32])=[O:31])[C:24]2=[N:25][CH:26]=1.COC1C=CC(P2(SP(C3C=CC(OC)=CC=3)(=S)S2)=S)=CC=1. The catalyst is O1CCOCC1. The product is [CH3:1][CH:2]1[CH2:7][CH2:6][N:5]([C:8]([O:10][CH2:11][C:12]2[CH:13]=[CH:14][CH:15]=[CH:16][CH:17]=2)=[O:9])[CH2:4][CH:3]1[C:18]1[N:22]2[C:23]3[CH:29]=[CH:28][N:27]([S:30]([C:33]4[CH:34]=[CH:35][C:36]([CH3:37])=[CH:38][CH:39]=4)(=[O:32])=[O:31])[C:24]=3[N:25]=[CH:26][C:21]2=[N:20][CH:19]=1. The yield is 0.780. (2) The reactants are C1(N)CCCCC1.C1(N)CCCCC1.[N+:15]([CH2:18][C@:19]1([CH2:26][C:27]([OH:29])=[O:28])[CH2:25][C@@H:24]2[C@H:20]1[CH2:21][CH2:22][CH2:23]2)([O-])=O.Cl. The catalyst is C(OCC)(=O)C. The product is [NH2:15][CH2:18][C@:19]1([CH2:26][C:27]([OH:29])=[O:28])[CH2:25][C@@H:24]2[C@H:20]1[CH2:21][CH2:22][CH2:23]2. The yield is 0.620. (3) The reactants are [NH2:1][C:2]1[CH:3]=[C:4]([O:16][CH2:17][CH2:18][CH2:19][S:20]([CH3:23])(=[O:22])=[O:21])[CH:5]=[C:6]2[C:10]=1[NH:9][C:8]([C:11]([O:13][CH2:14][CH3:15])=[O:12])=[CH:7]2.[N:24]1[CH:29]=[CH:28][CH:27]=[CH:26][C:25]=1[S:30](Cl)(=[O:32])=[O:31]. The catalyst is N1C=CC=CC=1. The product is [CH3:23][S:20]([CH2:19][CH2:18][CH2:17][O:16][C:4]1[CH:5]=[C:6]2[C:10](=[C:2]([NH:1][S:30]([C:25]3[CH:26]=[CH:27][CH:28]=[CH:29][N:24]=3)(=[O:32])=[O:31])[CH:3]=1)[NH:9][C:8]([C:11]([O:13][CH2:14][CH3:15])=[O:12])=[CH:7]2)(=[O:22])=[O:21]. The yield is 0.690. (4) The reactants are [Cl:1][C:2]1[CH:12]=[C:11](Br)[CH:10]=[CH:9][C:3]=1[C:4]([O:6][CH2:7][CH3:8])=[O:5].[CH:14]([B-](F)(F)F)=[CH2:15].[K+].C([O-])([O-])=O.[K+].[K+]. The catalyst is CS(C)=O.O. The product is [Cl:1][C:2]1[CH:12]=[C:11]([CH:14]=[CH2:15])[CH:10]=[CH:9][C:3]=1[C:4]([O:6][CH2:7][CH3:8])=[O:5]. The yield is 0.690. (5) The catalyst is CCO.O. The product is [CH3:3][C:4]1([CH3:36])[CH2:34][C:8]2[C:9]([C:18]3[CH:23]=[CH:22][N:21]=[C:20]([C:24]4[CH:29]=[CH:28][N:27]=[C:26]([C:30]([OH:32])=[O:31])[CH:25]=4)[CH:19]=3)=[C:10]([N:12]3[CH2:17][CH2:16][O:15][CH2:14][CH2:13]3)[S:11][C:7]=2[C:6](=[O:35])[CH2:5]1. The reactants are [OH-].[Na+].[CH3:3][C:4]1([CH3:36])[CH2:34][C:8]2[C:9]([C:18]3[CH:23]=[CH:22][N:21]=[C:20]([C:24]4[CH:29]=[CH:28][N:27]=[C:26]([C:30]([O:32]C)=[O:31])[CH:25]=4)[CH:19]=3)=[C:10]([N:12]3[CH2:17][CH2:16][O:15][CH2:14][CH2:13]3)[S:11][C:7]=2[C:6](=[O:35])[CH2:5]1.Cl. The yield is 0.920. (6) The reactants are [CH3:1][C:2]1[C:3](=[O:25])[CH2:4][CH2:5][C:6]2([C:19]3[CH:24]=[CH:23][CH:22]=[CH:21][CH:20]=3)[C:11]=1[CH2:10][CH2:9][CH2:8][CH:7]2[O:12]C1CCCCO1. The catalyst is C(O)C.[Pd]. The product is [OH:12][CH:7]1[CH2:8][CH2:9][CH2:10][CH:11]2[C:6]1([C:19]1[CH:20]=[CH:21][CH:22]=[CH:23][CH:24]=1)[CH2:5][CH2:4][C:3](=[O:25])[CH:2]2[CH3:1]. The yield is 0.200. (7) The reactants are C1(P(C2C=CC=CC=2)C2C=CC=CC=2)C=CC=CC=1.[C-:20]#[N:21].[Na+].[NH2:23][C:24]1[CH:29]=[CH:28][C:27](Br)=[CH:26][N:25]=1. The yield is 0.420. The catalyst is C(#N)C.C(OCC)(=O)C.[Ni](Br)Br.[Zn]. The product is [NH2:23][C:24]1[CH:29]=[CH:28][C:27]([C:20]#[N:21])=[CH:26][N:25]=1.